Dataset: Forward reaction prediction with 1.9M reactions from USPTO patents (1976-2016). Task: Predict the product of the given reaction. (1) Given the reactants [K].[C:2]1(=[O:12])[NH:6][C:5](=[O:7])[C:4]2=[CH:8][CH:9]=[CH:10][CH:11]=[C:3]12.C(=O)(OC)O[CH:15]1[CH2:21][CH2:20][CH2:19][CH2:18][CH:17]=[CH:16]1, predict the reaction product. The product is: [C@@H:21]1([N:6]2[C:2](=[O:12])[C:3]3[C:4](=[CH:8][CH:9]=[CH:10][CH:11]=3)[C:5]2=[O:7])[CH2:20][CH2:19][CH2:18][CH2:17][CH:16]=[CH:15]1. (2) Given the reactants [CH:1](Br)([CH3:3])[CH3:2].[CH3:5][O:6][C:7]1[CH:8]=[C:9]([CH:15]=[CH:16][C:17]2[O:21][N:20]=[C:19]([CH2:22][CH:23]3[CH2:28][CH2:27][NH:26][CH2:25][CH2:24]3)[N:18]=2)[CH:10]=[CH:11][C:12]=1[O:13][CH3:14].C(=O)([O-])[O-].[K+].[K+], predict the reaction product. The product is: [CH3:5][O:6][C:7]1[CH:8]=[C:9]([CH:15]=[CH:16][C:17]2[O:21][N:20]=[C:19]([CH2:22][CH:23]3[CH2:28][CH2:27][N:26]([CH:1]([CH3:3])[CH3:2])[CH2:25][CH2:24]3)[N:18]=2)[CH:10]=[CH:11][C:12]=1[O:13][CH3:14]. (3) Given the reactants [Br:1][CH:2]([CH2:6][CH3:7])[C:3](O)=[O:4].S(Cl)(Cl)=O.C[N:13]([CH:15]=O)C.[CH2:17](Cl)Cl, predict the reaction product. The product is: [Br:1][CH:2]([CH2:6][CH3:7])[C:3]([NH:13][CH2:15][CH3:17])=[O:4]. (4) Given the reactants Br[C:2]1[CH:3]=[C:4]2[C:9](=[N:10][C:11]=1[CH:12]([O:15][CH3:16])[O:13][CH3:14])[N:8]([C:17]([NH:19][C:20]1[CH:25]=[C:24]([NH:26][CH2:27][CH2:28][O:29][CH3:30])[C:23]([C:31]#[N:32])=[CH:22][N:21]=1)=[O:18])[CH2:7][CH2:6][CH2:5]2.[N:33]1[CH:38]=[CH:37][CH:36]=[C:35](B(O)O)[CH:34]=1.C([O-])([O-])=O.[Na+].[Na+], predict the reaction product. The product is: [C:31]([C:23]1[C:24]([NH:26][CH2:27][CH2:28][O:29][CH3:30])=[CH:25][C:20]([NH:19][C:17]([N:8]2[C:9]3[C:4](=[CH:3][C:2]([C:35]4[CH:34]=[N:33][CH:38]=[CH:37][CH:36]=4)=[C:11]([CH:12]([O:15][CH3:16])[O:13][CH3:14])[N:10]=3)[CH2:5][CH2:6][CH2:7]2)=[O:18])=[N:21][CH:22]=1)#[N:32]. (5) Given the reactants [CH3:1][O:2][CH2:3][CH2:4][CH2:5][O:6][C@@H:7]([C:17]1[CH:22]=[CH:21][CH:20]=[CH:19][CH:18]=1)[C@@H:8]1[CH2:13][CH2:12][CH2:11][N:10]([C:14](Cl)=[O:15])[CH2:9]1.[NH2:23][C@@H:24]([CH2:36][CH:37]1[CH2:42][CH2:41][CH2:40][CH2:39][CH2:38]1)[CH2:25][NH:26][C:27](=[O:35])[O:28][CH2:29][CH2:30][Si:31]([CH3:34])([CH3:33])[CH3:32].C(N(CC)CC)C, predict the reaction product. The product is: [CH3:1][O:2][CH2:3][CH2:4][CH2:5][O:6][C@@H:7]([C:17]1[CH:22]=[CH:21][CH:20]=[CH:19][CH:18]=1)[C@@H:8]1[CH2:13][CH2:12][CH2:11][N:10]([C:14]([NH:23][C@@H:24]([CH2:36][CH:37]2[CH2:38][CH2:39][CH2:40][CH2:41][CH2:42]2)[CH2:25][NH:26][C:27](=[O:35])[O:28][CH2:29][CH2:30][Si:31]([CH3:33])([CH3:34])[CH3:32])=[O:15])[CH2:9]1. (6) The product is: [CH3:1][O:2][C:3]([C:5]1[C:13]2[N:12]([C:14]3[CH:15]=[CH:16][CH:17]=[CH:18][CH:19]=3)[C:11]([CH:20]([NH:22][C:23]3[N:31]=[CH:30][N:29]=[C:28]4[C:24]=3[N:25]=[CH:26][NH:27]4)[CH3:21])=[N:10][C:9]=2[CH:8]=[CH:7][C:6]=1[F:38])=[O:4]. Given the reactants [CH3:1][O:2][C:3]([C:5]1[C:13]2[N:12]([C:14]3[CH:19]=[CH:18][CH:17]=[CH:16][CH:15]=3)[C:11]([C@@H:20]([NH:22][C:23]3[N:31]=[CH:30][N:29]=[C:28]4[C:24]=3[N:25]=[CH:26][N:27]4C3CCCCO3)[CH3:21])=[N:10][C:9]=2[CH:8]=[CH:7][C:6]=1[F:38])=[O:4], predict the reaction product. (7) Given the reactants Br[C:2]1[CH:3]=[C:4]([CH:9]=[C:10]([OH:12])[CH:11]=1)[C:5]([O:7][CH3:8])=[O:6].[B:13]1([B:13]2[O:17][C:16]([CH3:19])([CH3:18])[C:15]([CH3:21])([CH3:20])[O:14]2)[O:17][C:16]([CH3:19])([CH3:18])[C:15]([CH3:21])([CH3:20])[O:14]1.C([O-])(=O)C.[K+], predict the reaction product. The product is: [OH:12][C:10]1[CH:9]=[C:4]([CH:3]=[C:2]([B:13]2[O:17][C:16]([CH3:19])([CH3:18])[C:15]([CH3:21])([CH3:20])[O:14]2)[CH:11]=1)[C:5]([O:7][CH3:8])=[O:6].